Dataset: Rat liver microsome stability data. Task: Regression/Classification. Given a drug SMILES string, predict its absorption, distribution, metabolism, or excretion properties. Task type varies by dataset: regression for continuous measurements (e.g., permeability, clearance, half-life) or binary classification for categorical outcomes (e.g., BBB penetration, CYP inhibition). Dataset: rlm. The drug is COCOc1c(OC)cc(C(=O)c2csc(-c3ccccc3)n2)cc1OC. The result is 1 (stable in rat liver microsomes).